Task: Predict the product of the given reaction.. Dataset: Forward reaction prediction with 1.9M reactions from USPTO patents (1976-2016) (1) Given the reactants [Cl:1][C:2]1[CH:3]=[CH:4][C:5]([C:8]([OH:10])=[O:9])=[N:6][CH:7]=1.S(Cl)(Cl)=O.Cl[CH2:16]Cl, predict the reaction product. The product is: [Cl:1][C:2]1[CH:3]=[CH:4][C:5]([C:8]([O:10][CH3:16])=[O:9])=[N:6][CH:7]=1. (2) Given the reactants C[O:2][C:3]([CH:5]1[CH2:14][C:13]2[C:8](=[CH:9][CH:10]=[CH:11][CH:12]=2)[CH2:7][N:6]1[C:15](=[O:34])[CH2:16][O:17][C:18]1[C:27]2[C:22](=[CH:23][C:24]([Cl:29])=[CH:25][C:26]=2[Cl:28])[CH:21]=[C:20]([C:30]([O:32]C)=[O:31])[CH:19]=1)=[O:4].[Li+].[OH-], predict the reaction product. The product is: [C:30]([C:20]1[CH:19]=[C:18]([O:17][CH2:16][C:15]([N:6]2[CH:5]([C:3]([OH:4])=[O:2])[CH2:14][C:13]3[C:8](=[CH:9][CH:10]=[CH:11][CH:12]=3)[CH2:7]2)=[O:34])[C:27]2[C:22]([CH:21]=1)=[CH:23][C:24]([Cl:29])=[CH:25][C:26]=2[Cl:28])([OH:32])=[O:31]. (3) Given the reactants [CH2:1]([O:5][C:6]1[CH:11]=[CH:10][C:9]([CH2:12][C@H:13]([NH:22][C:23]([C@H:25]([C@@:43]([OH:51])([CH2:47][C:48]([O-:50])=[O:49])[C:44]([O-:46])=[O:45])/[CH:26]=[CH:27]/[CH2:28][CH2:29][CH2:30][CH2:31][CH2:32][CH2:33][C:34](=[O:42])[CH2:35][CH2:36][CH2:37][CH2:38][CH2:39][CH2:40][CH3:41])=[O:24])[C:14]([O:16][CH2:17][C:18]([O:20][CH3:21])=[O:19])=[O:15])=[CH:8][CH:7]=1)[C:2]#[C:3][CH3:4].[C:52]([O:55][CH2:56][CH2:57]Br)(=[O:54])[CH3:53].C(N(CC)[CH:63]([CH3:65])[CH3:64])(C)C.[I-].[Na+].[Cl-].[NH4+].Cl[CH2:73]Cl, predict the reaction product. The product is: [CH2:1]([O:5][C:6]1[CH:7]=[CH:8][C:9]([CH2:12][C@H:13]([NH:22][C:23]([C@H:25]([C@@:43]([OH:51])([CH2:47][C:48]([O:50][CH:56]([O:55][C:52](=[O:54])[CH3:53])[CH3:57])=[O:49])[C:44]([O:46][C:63]([CH3:65])([CH3:73])[CH3:64])=[O:45])/[CH:26]=[CH:27]/[CH2:28][CH2:29][CH2:30][CH2:31][CH2:32][CH2:33][C:34](=[O:42])[CH2:35][CH2:36][CH2:37][CH2:38][CH2:39][CH2:40][CH3:41])=[O:24])[C:14]([O:16][CH2:17][C:18]([O:20][CH3:21])=[O:19])=[O:15])=[CH:10][CH:11]=1)[C:2]#[C:3][CH3:4]. (4) Given the reactants [CH:1]1([N:4]=[C:5]=[S:6])[CH2:3][CH2:2]1.[Cl:7][C:8]1[CH:9]=[C:10]([C:14]2[O:18][N:17]=[C:16]([CH2:19][NH:20][CH3:21])[N:15]=2)[CH:11]=[CH:12][CH:13]=1, predict the reaction product. The product is: [Cl:7][C:8]1[CH:9]=[C:10]([C:14]2[O:18][N:17]=[C:16]([CH2:19][N:20]([CH3:21])[C:5]([NH:4][CH:1]3[CH2:3][CH2:2]3)=[S:6])[N:15]=2)[CH:11]=[CH:12][CH:13]=1. (5) Given the reactants [S:1]1[CH:5]=[CH:4][N:3]=[C:2]1[CH:6]=[O:7].[F-].C([N+](CCCC)(CCCC)CCCC)CCC.[F:26][C:27]([Si](C)(C)C)([F:29])[F:28].Cl, predict the reaction product. The product is: [F:26][C:27]([F:29])([F:28])[CH:6]([C:2]1[S:1][CH:5]=[CH:4][N:3]=1)[OH:7]. (6) Given the reactants C(O[C:4]([C:6]1[C:7]([OH:21])=[C:8]2[C:14]([C:15]3[CH:20]=[CH:19][CH:18]=[CH:17][CH:16]=3)=[N:13][O:12][C:9]2=[CH:10][N:11]=1)=[O:5])C.[NH2:22][CH2:23][C:24]([OH:26])=[O:25].C[O-].[Na+], predict the reaction product. The product is: [OH:21][C:7]1[C:6]([C:4]([NH:22][CH2:23][C:24]([OH:26])=[O:25])=[O:5])=[N:11][CH:10]=[C:9]2[O:12][N:13]=[C:14]([C:15]3[CH:16]=[CH:17][CH:18]=[CH:19][CH:20]=3)[C:8]=12. (7) Given the reactants [Br:1][C:2]1[CH:7]=[C:6]([C:8]([CH3:11])([CH3:10])[CH3:9])[CH:5]=[CH:4][C:3]=1[OH:12].C1N2CN3CN(C2)CN1C3.Cl.FC(F)(F)[C:26](O)=[O:27], predict the reaction product. The product is: [Br:1][C:2]1[C:3]([OH:12])=[C:4]([CH:5]=[C:6]([C:8]([CH3:9])([CH3:11])[CH3:10])[CH:7]=1)[CH:26]=[O:27]. (8) The product is: [Cl:11][CH2:10][C:9]([N:8]([CH2:1][CH:2]1[CH2:7][CH2:6][CH2:5][CH2:4][CH2:3]1)[CH:13]1[CH2:16][CH2:15]1)=[O:12]. Given the reactants [CH2:1]([N:8]([CH3:13])[C:9](=[O:12])[CH2:10][Cl:11])[C:2]1[CH:7]=[CH:6][CH:5]=[CH:4][CH:3]=1.Cl[CH2:15][C:16](Cl)=O.C(Cl)Cl.CO.CC#N.O, predict the reaction product. (9) Given the reactants C1COCC1.[CH3:6][O:7][C:8]1[CH:13]=[CH:12][C:11]([S:14](Cl)(=[O:16])=[O:15])=[CH:10][CH:9]=1.[NH2:18][C:19]1[CH:40]=[CH:39][C:22]([CH2:23][O:24][C:25]2[CH:26]=[C:27]3[C:32](=[CH:33][CH:34]=2)[CH2:31][CH:30]([CH2:35][N:36]([CH3:38])[CH3:37])[CH2:29][CH2:28]3)=[CH:21][CH:20]=1.C(=O)([O-])[O-].[K+].[K+], predict the reaction product. The product is: [CH3:38][N:36]([CH2:35][CH:30]1[CH2:29][CH2:28][C:27]2[C:32](=[CH:33][CH:34]=[C:25]([O:24][CH2:23][C:22]3[CH:21]=[CH:20][C:19]([NH:18][S:14]([C:11]4[CH:12]=[CH:13][C:8]([O:7][CH3:6])=[CH:9][CH:10]=4)(=[O:16])=[O:15])=[CH:40][CH:39]=3)[CH:26]=2)[CH2:31]1)[CH3:37]. (10) Given the reactants [CH2:1]([C:5]1[C:6]([C:27]2[CH:32]=[CH:31][C:30]([O:33]C)=[CH:29][CH:28]=2)=[C:7]([O:15][C:16]2[CH:21]=[CH:20][C:19](/[CH:22]=[CH:23]/[C:24]([OH:26])=[O:25])=[CH:18][CH:17]=2)[C:8]2[C:13]([CH:14]=1)=[CH:12][CH:11]=[CH:10][CH:9]=2)[CH2:2][CH2:3][CH3:4].B(Br)(Br)Br, predict the reaction product. The product is: [CH2:1]([C:5]1[C:6]([C:27]2[CH:32]=[CH:31][C:30]([OH:33])=[CH:29][CH:28]=2)=[C:7]([O:15][C:16]2[CH:21]=[CH:20][C:19](/[CH:22]=[CH:23]/[C:24]([OH:26])=[O:25])=[CH:18][CH:17]=2)[C:8]2[C:13]([CH:14]=1)=[CH:12][CH:11]=[CH:10][CH:9]=2)[CH2:2][CH2:3][CH3:4].